Predict the reactants needed to synthesize the given product. From a dataset of Full USPTO retrosynthesis dataset with 1.9M reactions from patents (1976-2016). (1) Given the product [F:17][C:18]([F:29])([F:28])[C:19]1[CH:24]=[CH:23][C:22]([C:2]2[CH:7]=[C:6]([C:8]#[N:9])[CH:5]=[C:4]([C:22]3[CH:23]=[CH:24][C:19]([C:18]([F:29])([F:28])[F:17])=[CH:20][CH:21]=3)[N:3]=2)=[CH:21][CH:20]=1, predict the reactants needed to synthesize it. The reactants are: Cl[C:2]1[CH:7]=[C:6]([C:8]#[N:9])[CH:5]=[C:4](Cl)[N:3]=1.O.C(=O)(O)[O-].[Na+].[F:17][C:18]([F:29])([F:28])[C:19]1[CH:24]=[CH:23][C:22](B(O)O)=[CH:21][CH:20]=1. (2) Given the product [CH2:16]([NH:18][C:19](=[O:37])[C:20]1[CH:25]=[C:24]([C:2]2[CH:10]=[C:9]3[C:5]([C:6]([CH:11]4[CH2:15][CH2:14][O:13][CH2:12]4)=[N:7][NH:8]3)=[CH:4][CH:3]=2)[C:23]([CH3:35])=[C:22]([F:36])[CH:21]=1)[CH3:17], predict the reactants needed to synthesize it. The reactants are: Br[C:2]1[CH:10]=[C:9]2[C:5]([C:6]([CH:11]3[CH2:15][CH2:14][O:13][CH2:12]3)=[N:7][NH:8]2)=[CH:4][CH:3]=1.[CH2:16]([NH:18][C:19](=[O:37])[C:20]1[CH:25]=[C:24](B2OC(C)(C)C(C)(C)O2)[C:23]([CH3:35])=[C:22]([F:36])[CH:21]=1)[CH3:17].C(=O)([O-])O.[Na+]. (3) Given the product [CH3:8][O:7][CH2:5][C:4](=[O:3])[CH2:10][C:11](=[O:12])[CH3:13], predict the reactants needed to synthesize it. The reactants are: [Na].C[O:3][CH2:4][C:5]([O:7][CH2:8]C)=O.[CH3:10][C:11]([CH3:13])=[O:12].COC(C)(C)C. (4) Given the product [NH2:1][C:2]1[C:7]([C:8]([NH2:10])=[O:9])=[C:6]([N:11]2[CH2:16][CH2:15][CH:14]([C:17]3[N:18]([CH2:33][CH2:66][NH:67][CH2:68][CH2:69][O:70][CH3:71])[CH:19]=[C:20]([C:22]4[CH:27]=[CH:26][C:25]([F:28])=[C:24]([C:29]([F:32])([F:31])[F:30])[CH:23]=4)[N:21]=3)[CH2:13][CH2:12]2)[N:5]=[CH:4][N:3]=1, predict the reactants needed to synthesize it. The reactants are: [NH2:1][C:2]1[C:7]([C:8]([NH2:10])=[O:9])=[C:6]([N:11]2[CH2:16][CH2:15][CH:14]([C:17]3[N:18]([CH3:33])[CH:19]=[C:20]([C:22]4[CH:27]=[CH:26][C:25]([F:28])=[C:24]([C:29]([F:32])([F:31])[F:30])[CH:23]=4)[N:21]=3)[CH2:13][CH2:12]2)[N:5]=[CH:4][N:3]=1.NC1C(C#N)=C(N2CCC(C3N(C[CH2:66][NH:67][CH2:68][CH2:69][O:70][CH3:71])C=C(C4C=CC(F)=C(C(F)(F)F)C=4)N=3)CC2)N=CN=1. (5) Given the product [CH2:3]([C:6]1[C:7]([O:16][CH3:17])=[C:8]([N+:13]([O-:15])=[O:14])[CH:9]=[CH:10][C:11]=1[F:12])[CH:4]=[CH2:5], predict the reactants needed to synthesize it. The reactants are: CI.[CH2:3]([C:6]1[C:11]([F:12])=[CH:10][CH:9]=[C:8]([N+:13]([O-:15])=[O:14])[C:7]=1[OH:16])[CH:4]=[CH2:5].[C:17](=O)([O-])[O-].[K+].[K+]. (6) Given the product [N:1]([CH:4]1[CH2:5][CH:6]([C:17](=[O:19])[NH:25][C:24]2[CH:26]=[CH:27][C:21]([Cl:20])=[CH:22][CH:23]=2)[CH2:7][N:8]([C:10]([O:12][C:13]([CH3:14])([CH3:15])[CH3:16])=[O:11])[CH2:9]1)=[N+:2]=[N-:3], predict the reactants needed to synthesize it. The reactants are: [N:1]([CH:4]1[CH2:9][N:8]([C:10]([O:12][C:13]([CH3:16])([CH3:15])[CH3:14])=[O:11])[CH2:7][CH:6]([C:17]([OH:19])=O)[CH2:5]1)=[N+:2]=[N-:3].[Cl:20][C:21]1[CH:27]=[CH:26][C:24]([NH2:25])=[CH:23][CH:22]=1.C(N(CC)C(C)C)(C)C.Cl.CN(C)CCCN=C=NCC. (7) Given the product [C:17]1([N:2]([CH2:1][C:10]2[CH:9]=[CH:8][CH:7]=[CH:6][C:5]=2[CH:4]=[CH2:3])[C:47]2[CH:46]=[CH:6][CH:5]=[CH:4][CH:3]=2)[CH:22]=[CH:21][CH:20]=[CH:19][CH:18]=1, predict the reactants needed to synthesize it. The reactants are: [CH2:1]1[C:10]2[C:5](=[CH:6][CH:7]=[CH:8][CH:9]=2)[CH2:4][CH2:3][NH:2]1.FC(F)(F)S(O[C:17]1[CH:22]=[CH:21][CH:20]=[CH:19][C:18]=1[Si](C)(C)C)(=O)=O.[F-].[K+].C1O[CH2:47][CH2:46]OCCOCCOCCOCCOC1.